Dataset: CYP2D6 inhibition data for predicting drug metabolism from PubChem BioAssay. Task: Regression/Classification. Given a drug SMILES string, predict its absorption, distribution, metabolism, or excretion properties. Task type varies by dataset: regression for continuous measurements (e.g., permeability, clearance, half-life) or binary classification for categorical outcomes (e.g., BBB penetration, CYP inhibition). Dataset: cyp2d6_veith. (1) The molecule is COCCNC(=O)CCn1c(=O)oc2ccccc21. The result is 0 (non-inhibitor). (2) The drug is Cc1cccc(CNc2nc(-c3c(C)noc3C)nc3ccccc23)c1. The result is 0 (non-inhibitor). (3) The compound is CN(C)CCCc1c[nH]c2ccccc12. The result is 0 (non-inhibitor). (4) The compound is CO[C@@H]1/C=C\CC(=O)N[C@@H](C)C(=O)OC[C@H](NS(=O)(=O)c2ccc(C)cc2)[C@H](C)/C=C\CC(=O)OC[C@H]1C. The result is 0 (non-inhibitor). (5) The molecule is CN1CC[C@@]2(CCCN(C(=O)c3cc(C(F)(F)F)cc(C(F)(F)F)c3)C2)C1. The result is 0 (non-inhibitor). (6) The drug is CNCCCCOc1ccccc1Cc1ccccc1. The result is 0 (non-inhibitor). (7) The molecule is O=C(NCC1CCCO1)c1cc(-c2ccc(Cl)cc2Cl)on1. The result is 0 (non-inhibitor). (8) The drug is CCCSc1ccc2nc(NC(=O)OC)[nH]c2c1. The result is 0 (non-inhibitor). (9) The drug is N#Cc1ccc(CN2CC[C@@]3(CCCN(C(=O)c4cc(C(F)(F)F)cc(C(F)(F)F)c4)C3)C2)cc1. The result is 0 (non-inhibitor). (10) The compound is Cc1ccc(S(=O)(=O)CC#CCOC(=O)c2ccc([N+](=O)[O-])cc2)cc1. The result is 1 (inhibitor).